Dataset: Forward reaction prediction with 1.9M reactions from USPTO patents (1976-2016). Task: Predict the product of the given reaction. (1) Given the reactants [CH3:1][C:2]1([CH3:34])[C:11]2[CH:10]=[C:9]([C:12](=[O:26])[C:13]([NH:15][C:16]3[CH:25]=[CH:24][C:19]([C:20]([O:22]C)=[O:21])=[CH:18][CH:17]=3)=[O:14])[CH:8]=[CH:7][C:6]=2[C:5]([C:27]2[CH:32]=[CH:31][C:30]([CH3:33])=[CH:29][CH:28]=2)=[CH:4][CH2:3]1.O.[OH-].[Li+], predict the reaction product. The product is: [CH3:1][C:2]1([CH3:34])[C:11]2[CH:10]=[C:9]([C:12](=[O:26])[C:13]([NH:15][C:16]3[CH:25]=[CH:24][C:19]([C:20]([OH:22])=[O:21])=[CH:18][CH:17]=3)=[O:14])[CH:8]=[CH:7][C:6]=2[C:5]([C:27]2[CH:28]=[CH:29][C:30]([CH3:33])=[CH:31][CH:32]=2)=[CH:4][CH2:3]1. (2) Given the reactants COC(=O)NC(C(N1CCCC1C1NC(C2C=CC3C(=CC=C(C4C=CC([C:37]5[NH:38][C:39]([CH:42]6[CH2:46][CH2:45][CH2:44][N:43]6[C:47](=[O:65])[CH:48]([C:59]6[CH:64]=[CH:63][CH:62]=[CH:61][CH:60]=6)[NH:49][C:50](=[O:58])[CH2:51][CH:52]6[CH2:57][CH2:56][O:55][CH2:54][CH2:53]6)=[N:40][CH:41]=5)=CC=4)C=3)C=2)=CN=1)=O)C(C)C.[CH3:67][O:68][C:69](=[O:125])[NH:70][CH:71]([C:75]([N:77]1[CH2:81][CH2:80][CH2:79][CH:78]1[C:82]1[NH:86][C:85]2[C:87]3[C:92]([CH2:93][CH2:94][C:84]=2[N:83]=1)=[CH:91][C:90]([C:95]1[CH:104]=[CH:103][C:102]2[C:97](=[CH:98][CH:99]=[C:100](C4NC(C5CCCN5C(=O)C(N)C5C=CC=CC=5)=NC=4)[CH:101]=2)[CH:96]=1)=[CH:89][CH:88]=3)=[O:76])[CH:72]([CH3:74])[CH3:73], predict the reaction product. The product is: [CH3:67][O:68][C:69](=[O:125])[NH:70][CH:71]([C:75]([N:77]1[CH2:81][CH2:80][CH2:79][CH:78]1[C:82]1[NH:86][C:85]2[C:87]3[C:92]([CH2:93][CH2:94][C:84]=2[N:83]=1)=[CH:91][C:90]([C:95]1[CH:104]=[CH:103][C:102]2[C:97](=[CH:98][CH:99]=[C:100]([C:37]4[NH:38][C:39]([CH:42]5[CH2:46][CH2:45][CH2:44][N:43]5[C:47](=[O:65])[CH:48]([C:59]5[CH:60]=[CH:61][CH:62]=[CH:63][CH:64]=5)[NH:49][C:50](=[O:58])[CH2:51][CH:52]5[CH2:57][CH2:56][O:55][CH2:54][CH2:53]5)=[N:40][CH:41]=4)[CH:101]=2)[CH:96]=1)=[CH:89][CH:88]=3)=[O:76])[CH:72]([CH3:74])[CH3:73]. (3) Given the reactants Cl[C:2]1[CH:7]=[CH:6][C:5]([N+:8]([O-:10])=[O:9])=[C:4]([O:11][CH3:12])[CH:3]=1.[C:13]([O:17][C:18]([N:20]1[CH2:25][CH:24]=[C:23](B2OC(C)(C)C(C)(C)O2)[CH2:22][CH2:21]1)=[O:19])([CH3:16])([CH3:15])[CH3:14].C(=O)(O)[O-].[K+].O, predict the reaction product. The product is: [C:13]([O:17][C:18]([N:20]1[CH2:21][CH:22]=[C:23]([C:2]2[CH:7]=[CH:6][C:5]([N+:8]([O-:10])=[O:9])=[C:4]([O:11][CH3:12])[CH:3]=2)[CH2:24][CH2:25]1)=[O:19])([CH3:16])([CH3:14])[CH3:15]. (4) Given the reactants [N:1]1([CH2:7][CH2:8][N:9]2[CH2:14][CH2:13][C:12](=O)[CH2:11][CH2:10]2)[CH2:6][CH2:5][O:4][CH2:3][CH2:2]1.Cl.[NH2:17][OH:18], predict the reaction product. The product is: [N:1]1([CH2:7][CH2:8][N:9]2[CH2:14][CH2:13][C:12](=[N:17][OH:18])[CH2:11][CH2:10]2)[CH2:6][CH2:5][O:4][CH2:3][CH2:2]1. (5) Given the reactants [C:1]([O:5][C:6]([N:8]1[CH2:12][CH2:11][C:10]([C:13]2[CH:18]=[CH:17][C:16]([N+:19]([O-])=O)=[CH:15][CH:14]=2)=[N:9]1)=[O:7])([CH3:4])([CH3:3])[CH3:2], predict the reaction product. The product is: [C:1]([O:5][C:6]([N:8]1[CH2:12][CH2:11][C:10]([C:13]2[CH:14]=[CH:15][C:16]([NH2:19])=[CH:17][CH:18]=2)=[N:9]1)=[O:7])([CH3:4])([CH3:2])[CH3:3].[NH2:19][C:16]1[CH:17]=[CH:18][CH:13]=[CH:14][CH:15]=1. (6) Given the reactants [Cl:1][C:2]1[CH:7]=[CH:6][C:5]([F:8])=[CH:4][C:3]=1[N:9]1[C:13]([S:14][C:15]2[CH:16]=[N:17][CH:18]=[CH:19][CH:20]=2)=[CH:12][C:11]([C:21](OCC)=[O:22])=[N:10]1.[H-].C([Al+]CC(C)C)C(C)C.C1(C)C=CC=CC=1.O.O.O.O.O.O.O.O.O.O.[O-]S([O-])(=O)=O.[Na+].[Na+], predict the reaction product. The product is: [Cl:1][C:2]1[CH:7]=[CH:6][C:5]([F:8])=[CH:4][C:3]=1[N:9]1[C:13]([S:14][C:15]2[CH:16]=[N:17][CH:18]=[CH:19][CH:20]=2)=[CH:12][C:11]([CH:21]=[O:22])=[N:10]1.